Task: Predict which catalyst facilitates the given reaction.. Dataset: Catalyst prediction with 721,799 reactions and 888 catalyst types from USPTO Reactant: [SH2:1].[SH:2][C:3]1[S:4][C:5]2[CH:11]=[CH:10][CH:9]=[CH:8][C:6]=2[N:7]=1. Product: [CH:9]1[CH:8]=[C:6]2[N:7]=[C:3]([S:2][S:1][C:3]3[S:4][C:5]4[C:6](=[CH:8][CH:9]=[CH:10][CH:11]=4)[N:7]=3)[S:4][C:5]2=[CH:11][CH:10]=1. The catalyst class is: 534.